From a dataset of Catalyst prediction with 721,799 reactions and 888 catalyst types from USPTO. Predict which catalyst facilitates the given reaction. (1) Product: [C:31]([NH:30][C@H:27]1[CH2:28][CH2:29][N:25]([C:2]2[N:7]3[N:8]=[CH:9][CH:10]=[C:6]3[N:5]=[C:4]([NH:12][C:13](=[O:24])[C:14]3[CH:19]=[CH:18][C:17]([C:20]([OH:23])([CH3:21])[CH3:22])=[CH:16][CH:15]=3)[CH:3]=2)[CH2:26]1)(=[O:33])[CH3:32]. The catalyst class is: 37. Reactant: Cl[C:2]1[N:7]2[N:8]=[C:9](C)[CH:10]=[C:6]2[N:5]=[C:4]([NH:12][C:13](=[O:24])[C:14]2[CH:19]=[CH:18][C:17]([C:20]([OH:23])([CH3:22])[CH3:21])=[CH:16][CH:15]=2)[CH:3]=1.[NH:25]1[CH2:29][CH2:28][C@H:27]([NH:30][C:31](=[O:33])[CH3:32])[CH2:26]1. (2) Reactant: [OH-].[Na+].Cl[CH2:4][C:5]([OH:7])=O.[CH2:8](Cl)[CH2:9][CH2:10][CH2:11][CH2:12][CH3:13].[N+]([O-])(O)=O.[C:19](O)(=O)[CH3:20].[CH2:23](O)[CH3:24]. Product: [CH2:8]([O:7][CH2:5][CH2:4][CH2:23][CH2:24][CH2:19][CH3:20])[CH2:9][CH2:10][CH2:11][CH2:12][CH3:13]. The catalyst class is: 6. (3) Reactant: Cl.[NH2:2][OH:3].[N:4]1[CH:9]=[CH:8][CH:7]=[CH:6][CH:5]=1.N[C@H]1C[C@@H:14]([C:16]([OH:18])=O)C=C1. Product: [OH:3][N:2]=[C:8]([CH3:7])[CH2:9][N:4]1[CH2:5][CH2:6][CH2:14][C:16]1=[O:18]. The catalyst class is: 8.